Dataset: Full USPTO retrosynthesis dataset with 1.9M reactions from patents (1976-2016). Task: Predict the reactants needed to synthesize the given product. (1) Given the product [CH:15]([NH:1][C:2]1[CH:7]=[CH:6][CH:5]=[CH:4][C:3]=1/[CH:8]=[CH:9]/[C:10]([O:12][CH3:13])=[O:11])([CH3:16])[CH3:14], predict the reactants needed to synthesize it. The reactants are: [NH2:1][C:2]1[CH:7]=[CH:6][CH:5]=[CH:4][C:3]=1/[CH:8]=[CH:9]/[C:10]([O:12][CH3:13])=[O:11].[CH3:14][C:15](=O)[CH3:16].[BH3-]C#N.[Na+]. (2) Given the product [Cl:8][C:7]1[C:2]([I:11])=[N:3][C:4]([S:9][CH3:10])=[N:5][CH:6]=1, predict the reactants needed to synthesize it. The reactants are: Cl[C:2]1[C:7]([Cl:8])=[CH:6][N:5]=[C:4]([S:9][CH3:10])[N:3]=1.[IH:11]. (3) Given the product [C:43]([C:37]1[N:36]=[CH:35][C:34]([C:14]2[N:13]([C:11]([N:8]3[CH2:7][CH2:6][CH:5]([CH2:4][C:3]([OH:47])=[O:2])[CH2:10][CH2:9]3)=[O:12])[C@@:17]([C:19]3[CH:24]=[CH:23][C:22]([Cl:25])=[CH:21][CH:20]=3)([CH3:18])[C@@:16]([C:27]3[CH:32]=[CH:31][C:30]([Cl:33])=[CH:29][CH:28]=3)([CH3:26])[N:15]=2)=[C:39]([O:40][CH2:41][CH3:42])[CH:38]=1)([CH3:44])([CH3:45])[CH3:46], predict the reactants needed to synthesize it. The reactants are: C[O:2][C:3](=[O:47])[CH2:4][CH:5]1[CH2:10][CH2:9][N:8]([C:11]([N:13]2[C@@:17]([C:19]3[CH:24]=[CH:23][C:22]([Cl:25])=[CH:21][CH:20]=3)([CH3:18])[C@@:16]([C:27]3[CH:32]=[CH:31][C:30]([Cl:33])=[CH:29][CH:28]=3)([CH3:26])[N:15]=[C:14]2[C:34]2[CH:35]=[N:36][C:37]([C:43]([CH3:46])([CH3:45])[CH3:44])=[CH:38][C:39]=2[O:40][CH2:41][CH3:42])=[O:12])[CH2:7][CH2:6]1.[OH-].[Li+]. (4) Given the product [F:16][C:17]1[CH:22]=[C:21]([F:23])[CH:20]=[CH:19][C:18]=1[CH2:24][N:25]1[CH2:2][C:3]2[C:4](=[C:10]([O:14][CH3:15])[CH:11]=[CH:12][CH:13]=2)[C:5]1=[O:7], predict the reactants needed to synthesize it. The reactants are: Br[CH2:2][C:3]1[CH:13]=[CH:12][CH:11]=[C:10]([O:14][CH3:15])[C:4]=1[C:5]([O:7]CC)=O.[F:16][C:17]1[CH:22]=[C:21]([F:23])[CH:20]=[CH:19][C:18]=1[CH2:24][NH2:25].C(=O)([O-])[O-].[K+].[K+]. (5) Given the product [F:1][C:2]1[CH:3]=[C:4]([CH:35]=[C:36]([F:38])[CH:37]=1)[C:5]([CH3:34])([CH3:33])[C@H:6]([C:9]([NH:11][C@H:12]([C:17]([N:19]([C@@H:21]([CH:30]([CH3:31])[CH3:32])/[CH:22]=[C:23](/[C:24]([OH:26])=[O:25])\[CH3:29])[CH3:20])=[O:18])[C:13]([CH3:14])([CH3:16])[CH3:15])=[O:10])[NH:7][CH3:8], predict the reactants needed to synthesize it. The reactants are: [F:1][C:2]1[CH:3]=[C:4]([CH:35]=[C:36]([F:38])[CH:37]=1)[C:5]([CH3:34])([CH3:33])[C@H:6]([C:9]([NH:11][C@H:12]([C:17]([N:19]([C@@H:21]([CH:30]([CH3:32])[CH3:31])/[CH:22]=[C:23](\[CH3:29])/[C:24]([O:26]CC)=[O:25])[CH3:20])=[O:18])[C:13]([CH3:16])([CH3:15])[CH3:14])=[O:10])[NH:7][CH3:8].O.[OH-].[Li+]. (6) Given the product [CH2:9]([O:11][C:12]([C:14]1[NH:15][C:16]2[C:21]([C:22]=1[Br:8])=[CH:20][C:19]([C:23]1[CH:28]=[CH:27][C:26]([O:29][CH:30]([CH3:31])[CH3:32])=[CH:25][CH:24]=1)=[CH:18][CH:17]=2)=[O:13])[CH3:10], predict the reactants needed to synthesize it. The reactants are: C1C(=O)N([Br:8])C(=O)C1.[CH2:9]([O:11][C:12]([C:14]1[NH:15][C:16]2[C:21]([CH:22]=1)=[CH:20][C:19]([C:23]1[CH:28]=[CH:27][C:26]([O:29][CH:30]([CH3:32])[CH3:31])=[CH:25][CH:24]=1)=[CH:18][CH:17]=2)=[O:13])[CH3:10].[O-]S([O-])(=S)=O.[Na+].[Na+]. (7) Given the product [NH2:8][CH:9]1[CH2:14][CH2:13][CH2:12][N:11]([S:15]([C:18]2[C:19]3[C:20]([Cl:28])=[CH:21][N:22]=[CH:23][C:24]=3[CH:25]=[CH:26][CH:27]=2)(=[O:17])=[O:16])[CH2:10]1.[ClH:28], predict the reactants needed to synthesize it. The reactants are: C(OC([NH:8][CH:9]1[CH2:14][CH2:13][CH2:12][N:11]([S:15]([C:18]2[C:19]3[C:20]([Cl:28])=[CH:21][N:22]=[CH:23][C:24]=3[CH:25]=[CH:26][CH:27]=2)(=[O:17])=[O:16])[CH2:10]1)=O)(C)(C)C.C(OC(NC1CCCNC1)=O)(C)(C)C.C(OC(N[C@H]1CCCNC1)=O)(C)(C)C.